From a dataset of Catalyst prediction with 721,799 reactions and 888 catalyst types from USPTO. Predict which catalyst facilitates the given reaction. (1) Reactant: Br[C:2]1[C:3]([CH:11]=[O:12])=[CH:4][C:5]2[O:9][CH2:8][O:7][C:6]=2[CH:10]=1.[C:13]([Cu])#[N:14].O. Product: [C:13]([C:2]1[C:3]([CH:11]=[O:12])=[CH:4][C:5]2[O:9][CH2:8][O:7][C:6]=2[CH:10]=1)#[N:14]. The catalyst class is: 37. (2) Reactant: [CH3:1][O:2][C:3]1[CH:4]=[C:5]([CH2:9][S:10]([NH2:13])(=[O:12])=[O:11])[CH:6]=[CH:7][CH:8]=1.[C:14]([C:16]1[C:17]([N:28]2[CH2:33][CH2:32][CH:31]([C:34](O)=[O:35])[CH2:30][CH2:29]2)=[N:18][C:19]([CH3:27])=[C:20]([C:22]([O:24][CH2:25][CH3:26])=[O:23])[CH:21]=1)#[N:15].CN(C(ON1N=NC2C=CC=CC1=2)=[N+](C)C)C.[B-](F)(F)(F)F.CCN(C(C)C)C(C)C. Product: [C:14]([C:16]1[C:17]([N:28]2[CH2:33][CH2:32][CH:31]([C:34](=[O:35])[NH:13][S:10]([CH2:9][C:5]3[CH:6]=[CH:7][CH:8]=[C:3]([O:2][CH3:1])[CH:4]=3)(=[O:12])=[O:11])[CH2:30][CH2:29]2)=[N:18][C:19]([CH3:27])=[C:20]([CH:21]=1)[C:22]([O:24][CH2:25][CH3:26])=[O:23])#[N:15]. The catalyst class is: 2. (3) Reactant: C(=O)([O-])[O-].[Cs+].[Cs+].[C:7]([O:11][C:12](=[O:30])[NH:13][C:14]1[CH:19]=[CH:18][CH:17]=[CH:16][C:15]=1[NH:20][C:21](=[O:29])/[CH:22]=[CH:23]/[C:24]1[CH:25]=[N:26][NH:27][CH:28]=1)([CH3:10])([CH3:9])[CH3:8].Br[CH2:32][CH2:33][O:34][C:35]1[CH:40]=[C:39]([F:41])[CH:38]=[C:37]([Cl:42])[CH:36]=1. Product: [C:7]([O:11][C:12](=[O:30])[NH:13][C:14]1[CH:19]=[CH:18][CH:17]=[CH:16][C:15]=1[NH:20][C:21](=[O:29])/[CH:22]=[CH:23]/[C:24]1[CH:25]=[N:26][N:27]([CH2:32][CH2:33][O:34][C:35]2[CH:40]=[C:39]([F:41])[CH:38]=[C:37]([Cl:42])[CH:36]=2)[CH:28]=1)([CH3:10])([CH3:8])[CH3:9]. The catalyst class is: 31. (4) Reactant: [Br:1][C:2]1[N:7]=[C:6]([C:8]2[S:12][C:11]([C@@H:13]3[CH2:17][O:16][C:15](=[O:18])[NH:14]3)=[N:10][CH:9]=2)[CH:5]=[CH:4][CH:3]=1.[H-].[Na+].[CH3:21]N(C)C=O.CI. Product: [Br:1][C:2]1[N:7]=[C:6]([C:8]2[S:12][C:11]([C@@H:13]3[CH2:17][O:16][C:15](=[O:18])[N:14]3[CH3:21])=[N:10][CH:9]=2)[CH:5]=[CH:4][CH:3]=1. The catalyst class is: 7. (5) Reactant: C(OC(=O)[NH:7][CH2:8][C:9]1[CH:14]=[CH:13][N:12]=[C:11]([C:15]2[CH:16]=[N:17][C:18]([C:21]([F:24])([F:23])[F:22])=[N:19][CH:20]=2)[CH:10]=1)(C)(C)C.C(O)(C(F)(F)F)=O. Product: [F:24][C:21]([F:22])([F:23])[C:18]1[N:19]=[CH:20][C:15]([C:11]2[CH:10]=[C:9]([CH2:8][NH2:7])[CH:14]=[CH:13][N:12]=2)=[CH:16][N:17]=1. The catalyst class is: 2.